From a dataset of Forward reaction prediction with 1.9M reactions from USPTO patents (1976-2016). Predict the product of the given reaction. (1) Given the reactants [O:1]1[C:5]2[CH:6]=[CH:7][CH:8]=[CH:9][C:4]=2[CH:3]=[C:2]1[C:10]([NH:12][C:13]1[CH:18]=[CH:17][C:16]([C:19]2[CH:20]=[C:21]([O:29][CH2:30][CH2:31][NH:32]C(=O)OC(C)(C)C)[CH:22]=[C:23]3[C:27]=2[CH2:26][NH:25][C:24]3=[O:28])=[CH:15][CH:14]=1)=[O:11].FC(F)(F)C(O)=O, predict the reaction product. The product is: [NH2:32][CH2:31][CH2:30][O:29][C:21]1[CH:22]=[C:23]2[C:27]([CH2:26][NH:25][C:24]2=[O:28])=[C:19]([C:16]2[CH:17]=[CH:18][C:13]([NH:12][C:10]([C:2]3[O:1][C:5]4[CH:6]=[CH:7][CH:8]=[CH:9][C:4]=4[CH:3]=3)=[O:11])=[CH:14][CH:15]=2)[CH:20]=1. (2) The product is: [Br:1][C:2]1[CH:3]=[C:4]([CH2:22][O:23][S:32]([CH3:31])(=[O:34])=[O:33])[C:5]2[O:14][C:13]3[CH2:12][CH2:11][N:10]([C:15]([O:17][C:18]([CH3:20])([CH3:19])[CH3:21])=[O:16])[CH2:9][C:8]=3[C:6]=2[CH:7]=1. Given the reactants [Br:1][C:2]1[CH:3]=[C:4]([CH2:22][OH:23])[C:5]2[O:14][C:13]3[CH2:12][CH2:11][N:10]([C:15]([O:17][C:18]([CH3:21])([CH3:20])[CH3:19])=[O:16])[CH2:9][C:8]=3[C:6]=2[CH:7]=1.C(N(CC)CC)C.[CH3:31][S:32](Cl)(=[O:34])=[O:33].C(=O)(O)[O-].[Na+], predict the reaction product. (3) The product is: [NH2:1][C:2]1[C:3]([O:17][CH2:18][C:19]([F:20])([F:21])[F:22])=[CH:4][C:5]([C:8]2([C:12]([O:14][CH2:15][CH3:16])=[O:13])[CH2:11][CH2:10][CH2:9]2)=[CH:6][C:7]=1[Cl:30]. Given the reactants [NH2:1][C:2]1[CH:7]=[CH:6][C:5]([C:8]2([C:12]([O:14][CH2:15][CH3:16])=[O:13])[CH2:11][CH2:10][CH2:9]2)=[CH:4][C:3]=1[O:17][CH2:18][C:19]([F:22])([F:21])[F:20].C1C(=O)N([Cl:30])C(=O)C1, predict the reaction product. (4) Given the reactants Br[C:2]1[CH:24]=[C:23]([CH3:25])[C:5]([O:6][C:7]2[N:11]([CH3:12])[C:10]3[C:13]([CH:18]([CH2:21][CH3:22])[CH2:19][CH3:20])=[CH:14][CH:15]=[C:16]([Cl:17])[C:9]=3[N:8]=2)=[C:4]([Cl:26])[CH:3]=1.C([Li])CCC.[CH3:32][Si:33](N=C=O)([CH3:35])[CH3:34].O, predict the reaction product. The product is: [Cl:17][C:16]1[C:9]2[N:8]=[C:7]([O:6][C:5]3[C:23]([CH3:25])=[CH:24][C:2]([Si:33]([CH3:35])([CH3:34])[CH3:32])=[CH:3][C:4]=3[Cl:26])[N:11]([CH3:12])[C:10]=2[C:13]([CH:18]([CH2:21][CH3:22])[CH2:19][CH3:20])=[CH:14][CH:15]=1. (5) Given the reactants [CH3:1][O:2][C:3]([C@H:5]1[CH2:10][CH2:9][CH2:8][C:7](=[O:11])[N:6]1[C:12]([O:14][C:15]([CH3:18])([CH3:17])[CH3:16])=[O:13])=[O:4].[F:19][C:20]1[CH:21]=[C:22]([Mg]Br)[CH:23]=[CH:24][C:25]=1[F:26], predict the reaction product. The product is: [C:15]([O:14][C:12]([NH:6][C@H:5]([CH2:10][CH2:9][CH2:8][C:7]([C:23]1[CH:22]=[CH:21][C:20]([F:19])=[C:25]([F:26])[CH:24]=1)=[O:11])[C:3]([O:2][CH3:1])=[O:4])=[O:13])([CH3:18])([CH3:17])[CH3:16]. (6) Given the reactants [CH2:1]([NH:4][C:5]([NH:7][C:8]1[CH:13]=[CH:12][CH:11]=[C:10]([C:14]([F:17])([F:16])[F:15])[CH:9]=1)=[O:6])[C:2]#[CH:3].[H-].[Na+].Cl, predict the reaction product. The product is: [CH3:3][C:2]1[N:7]([C:8]2[CH:13]=[CH:12][CH:11]=[C:10]([C:14]([F:15])([F:16])[F:17])[CH:9]=2)[C:5](=[O:6])[NH:4][CH:1]=1. (7) Given the reactants [CH3:1][S:2]([NH:5][C:6]1[CH:15]=[CH:14][C:13]2[C:8](=[CH:9][CH:10]=[CH:11][CH:12]=2)[C:7]=1[C:16]1[C:25]2[C:20](=[CH:21][CH:22]=[CH:23][CH:24]=2)[CH:19]=[CH:18][C:17]=1[P:26]([C:34]1[CH:39]=[CH:38][CH:37]=[CH:36][CH:35]=1)([C:28]1[CH:33]=[CH:32][CH:31]=[CH:30][CH:29]=1)=O)(=[O:4])=[O:3].C(N(CC)CC)C.Cl[SiH](Cl)Cl, predict the reaction product. The product is: [CH3:1][S:2]([NH:5][C:6]1[CH:15]=[CH:14][C:13]2[C:8](=[CH:9][CH:10]=[CH:11][CH:12]=2)[C:7]=1[C:16]1[C:25]2[C:20](=[CH:21][CH:22]=[CH:23][CH:24]=2)[CH:19]=[CH:18][C:17]=1[P:26]([C:34]1[CH:39]=[CH:38][CH:37]=[CH:36][CH:35]=1)[C:28]1[CH:29]=[CH:30][CH:31]=[CH:32][CH:33]=1)(=[O:3])=[O:4].